Dataset: Forward reaction prediction with 1.9M reactions from USPTO patents (1976-2016). Task: Predict the product of the given reaction. (1) Given the reactants [CH:1]([NH:4][CH2:5][CH2:6][NH2:7])([CH3:3])[CH3:2].Cl[C:9]1[N:14]=[C:13]([O:15][CH3:16])[C:12]([N+:17]([O-:19])=[O:18])=[C:11]([O:20][CH3:21])[N:10]=1, predict the reaction product. The product is: [CH3:16][O:15][C:13]1[C:12]([N+:17]([O-:19])=[O:18])=[C:11]([O:20][CH3:21])[N:10]=[C:9]([NH:7][CH2:6][CH2:5][NH:4][CH:1]([CH3:3])[CH3:2])[N:14]=1. (2) The product is: [ClH:40].[F:1][C:2]1[C:7]([F:8])=[CH:6][CH:5]=[CH:4][C:3]=1[S:9]([N:12]1[C:16]([C:17]2[C:18]([F:23])=[N:19][CH:20]=[CH:21][CH:22]=2)=[CH:15][C:14]([CH2:24][NH:25][CH3:26])=[CH:13]1)(=[O:11])=[O:10]. Given the reactants [F:1][C:2]1[C:7]([F:8])=[CH:6][CH:5]=[CH:4][C:3]=1[S:9]([N:12]1[C:16]([C:17]2[C:18]([F:23])=[N:19][CH:20]=[CH:21][CH:22]=2)=[CH:15][C:14]([CH2:24][N:25](C)[C:26](=O)OC(C)(C)C)=[CH:13]1)(=[O:11])=[O:10].C(OCC)(=O)C.[ClH:40], predict the reaction product.